Predict the reactants needed to synthesize the given product. From a dataset of Full USPTO retrosynthesis dataset with 1.9M reactions from patents (1976-2016). (1) Given the product [C:21]([C:6]1[CH:7]([C:11]2[CH:12]=[C:13]3[C:17](=[CH:18][CH:19]=2)[NH:16][N:15]=[C:14]3[CH3:20])[C:8]([C:9]#[N:10])=[C:3]([CH:2]([F:1])[F:24])[N-:4][C:5]=1[CH3:23])#[N:22].[OH:29][CH2:30][CH2:31][N+:32]([CH3:35])([CH3:34])[CH3:33], predict the reactants needed to synthesize it. The reactants are: [F:1][CH:2]([F:24])[C:3]1[NH:4][C:5]([CH3:23])=[C:6]([C:21]#[N:22])[CH:7]([C:11]2[CH:12]=[C:13]3[C:17](=[CH:18][CH:19]=2)[NH:16][N:15]=[C:14]3[CH3:20])[C:8]=1[C:9]#[N:10].C(=O)([O-])O.[OH:29][CH2:30][CH2:31][N+:32]([CH3:35])([CH3:34])[CH3:33]. (2) Given the product [F:24][C:25]([F:36])([F:35])[C:1]([C:3]1[C:11]2[CH:10]=[CH:9][CH:8]=[CH:7][C:6]=2[N:5]2[CH2:12][CH2:13][NH:14][CH2:15][CH2:16][C:4]=12)=[O:2], predict the reactants needed to synthesize it. The reactants are: [CH:1]([C:3]1[C:11]2[CH:10]=[CH:9][CH:8]=[CH:7][C:6]=2[N:5]2[CH2:12][CH2:13][N:14](C(OC(C)(C)C)=O)[CH2:15][CH2:16][C:4]=12)=[O:2].[F:24][C:25]([F:36])([F:35])C(OC(=O)[C:25]([F:36])([F:35])[F:24])=O.Cl. (3) Given the product [NH2:1][C:4]1[CH:9]=[CH:8][C:7]([N:10]2[CH2:25][CH2:24][C:12]3([N:16]([C:17]([O:19][C:20]([CH3:21])([CH3:22])[CH3:23])=[O:18])[CH2:15][CH2:14][CH2:13]3)[CH2:11]2)=[CH:6][C:5]=1[O:26][CH:27]([CH3:29])[CH3:28], predict the reactants needed to synthesize it. The reactants are: [N+:1]([C:4]1[CH:9]=[CH:8][C:7]([N:10]2[CH2:25][CH2:24][C:12]3([N:16]([C:17]([O:19][C:20]([CH3:23])([CH3:22])[CH3:21])=[O:18])[CH2:15][CH2:14][CH2:13]3)[CH2:11]2)=[CH:6][C:5]=1[O:26][CH:27]([CH3:29])[CH3:28])([O-])=O.O.NN.